Dataset: Peptide-MHC class I binding affinity with 185,985 pairs from IEDB/IMGT. Task: Regression. Given a peptide amino acid sequence and an MHC pseudo amino acid sequence, predict their binding affinity value. This is MHC class I binding data. The peptide sequence is TLLNETAKVI. The MHC is HLA-A02:01 with pseudo-sequence HLA-A02:01. The binding affinity (normalized) is 0.100.